This data is from Reaction yield outcomes from USPTO patents with 853,638 reactions. The task is: Predict the reaction yield, written as a fraction of the theoretical maximum amount of product (1.0 means a 100% yield; for example, 0.34 means a 34% yield). (1) The reactants are [NH:1]1[C:9]2[C:4](=[CH:5][C:6]([C:10]#[N:11])=[CH:7][CH:8]=2)[CH:3]=[N:2]1.[Br:12]Br.Cl. The catalyst is CO.[OH-].[Na+]. The product is [Br:12][C:3]1[C:4]2[C:9](=[CH:8][CH:7]=[C:6]([C:10]#[N:11])[CH:5]=2)[NH:1][N:2]=1. The yield is 0.920. (2) The product is [C:1]1([S:7]([N:10]2[C:14]3=[N:15][CH:16]=[CH:17][CH:18]=[C:13]3[CH:12]=[C:11]2[C:19]([C:42]2[CH:43]=[N:44][C:39]([S:38][CH3:37])=[CH:40][CH:41]=2)=[CH:20][CH:21]2[CH2:25][CH2:24][CH2:23][CH2:22]2)(=[O:8])=[O:9])[CH:6]=[CH:5][CH:4]=[CH:3][CH:2]=1. The reactants are [C:1]1([S:7]([N:10]2[C:14]3=[N:15][CH:16]=[CH:17][CH:18]=[C:13]3[CH:12]=[C:11]2[C:19](OS(C2C=CC(C)=CC=2)(=O)=O)=[CH:20][CH:21]2[CH2:25][CH2:24][CH2:23][CH2:22]2)(=[O:9])=[O:8])[CH:6]=[CH:5][CH:4]=[CH:3][CH:2]=1.[CH3:37][S:38][C:39]1[N:44]=[CH:43][C:42](B(O)O)=[CH:41][CH:40]=1.C(=O)([O-])[O-].[Na+].[Na+]. The yield is 0.880. The catalyst is O1CCOCC1.C(OCC)(=O)C.Cl[Pd](Cl)([P](C1C=CC=CC=1)(C1C=CC=CC=1)C1C=CC=CC=1)[P](C1C=CC=CC=1)(C1C=CC=CC=1)C1C=CC=CC=1. (3) The reactants are C[C@@H]1O[C@@H](OC(C[C@H](CC(O[C@H](CC([O:36][C@@H:37]2[C@@H:44]([C:45]([OH:47])=[O:46])[N:43]([CH3:48])[C:41](=[O:42])[C@H:40]([C@H:49]([O:65][C@@H:66]3[O:70][C@H:69]([CH2:71][NH2:72])[C@@H:68]([OH:73])[C@H:67]3[OH:74])[C@H:50]3[O:54][C@@H:53]([N:55]4[C:61](=[O:62])[NH:60][C:58](=[O:59])[CH:57]=[CH:56]4)[C@H:52]([OH:63])[C@@H:51]3[OH:64])[N:39]([CH3:75])[CH2:38]2)=O)CCCCCCCCCCCC(C)C)=O)C)=O)[C@H](OC)[C@H](OC)[C@H]1OC.N. The catalyst is CN(C)C=O. The product is [CH3:75][N:39]1[C@@H:40]([C@H:49]([O:65][C@@H:66]2[O:70][C@H:69]([CH2:71][NH2:72])[C@@H:68]([OH:73])[C@H:67]2[OH:74])[C@H:50]2[O:54][C@@H:53]([N:55]3[C:61](=[O:62])[NH:60][C:58](=[O:59])[CH:57]=[CH:56]3)[C@H:52]([OH:63])[C@@H:51]2[OH:64])[C:41](=[O:42])[N:43]([CH3:48])[C@H:44]([C:45]([OH:47])=[O:46])[C@@H:37]([OH:36])[CH2:38]1. The yield is 0.990. (4) The reactants are [CH:1]([C:3]1[C:11]2[C:6](=[CH:7][C:8]([C:12]#[N:13])=[CH:9][CH:10]=2)[NH:5][N:4]=1)=O.[C:18]([OH:20])(=[O:19])[CH:17]([CH2:17][C:18]([OH:20])=[O:19])O. The catalyst is N1C=CC=CC=1.N1CCCCC1. The product is [C:12]([C:8]1[CH:7]=[C:6]2[C:11]([C:3](/[CH:1]=[CH:17]/[C:18]([OH:20])=[O:19])=[N:4][NH:5]2)=[CH:10][CH:9]=1)#[N:13]. The yield is 0.680. (5) The reactants are [CH3:1][C:2]([CH3:25])([CH3:24])[C:3]([C:5]1[C:13]2[C:8](=[N:9][CH:10]=[C:11]([C:14]3[CH:19]=[CH:18][CH:17]=[C:16]([Si](C)(C)C)[CH:15]=3)[N:12]=2)[NH:7][CH:6]=1)=[O:4].C(=O)([O-])[O-].[K+].[K+].[I:32]Cl. The catalyst is C(Cl)Cl.[Al]. The product is [I:32][C:16]1[CH:15]=[C:14]([C:11]2[N:12]=[C:13]3[C:5]([C:3](=[O:4])[C:2]([CH3:25])([CH3:24])[CH3:1])=[CH:6][NH:7][C:8]3=[N:9][CH:10]=2)[CH:19]=[CH:18][CH:17]=1. The yield is 0.810. (6) The reactants are [CH3:1][O:2][CH2:3][CH2:4][O:5][CH2:6][C:7]([C:10]1[CH:15]=[CH:14][C:13]([NH2:16])=[CH:12][CH:11]=1)([CH3:9])[CH3:8].[N+:17]([O-])([O-:19])=[O:18].[K+]. The catalyst is OS(O)(=O)=O. The product is [CH3:1][O:2][CH2:3][CH2:4][O:5][CH2:6][C:7]([C:10]1[CH:15]=[CH:14][C:13]([NH2:16])=[CH:12][C:11]=1[N+:17]([O-:19])=[O:18])([CH3:9])[CH3:8]. The yield is 0.710.